This data is from Catalyst prediction with 721,799 reactions and 888 catalyst types from USPTO. The task is: Predict which catalyst facilitates the given reaction. Reactant: Cl[C:2]1[CH:7]=[CH:6][N:5]=[C:4]2[CH:8]=[C:9]([I:11])[S:10][C:3]=12.[CH2:12]([C:19]1[NH:24][C:23](=[O:25])[C:22]([C:26]2[CH:31]=[CH:30][C:29]([OH:32])=[C:28]([F:33])[CH:27]=2)=[CH:21][N:20]=1)[C:13]1[CH:18]=[CH:17][CH:16]=[CH:15][CH:14]=1.C([O-])([O-])=O.[Cs+].[Cs+]. Product: [CH2:12]([C:19]1[NH:24][C:23](=[O:25])[C:22]([C:26]2[CH:31]=[CH:30][C:29]([O:32][C:2]3[CH:7]=[CH:6][N:5]=[C:4]4[CH:8]=[C:9]([I:11])[S:10][C:3]=34)=[C:28]([F:33])[CH:27]=2)=[CH:21][N:20]=1)[C:13]1[CH:18]=[CH:17][CH:16]=[CH:15][CH:14]=1. The catalyst class is: 3.